Dataset: Catalyst prediction with 721,799 reactions and 888 catalyst types from USPTO. Task: Predict which catalyst facilitates the given reaction. Reactant: C([O-])([O-])=O.[K+].[K+].C([O:15][C@H:16]1[C@@H:20]([CH2:21][CH3:22])[CH2:19][N:18]([C:23]([O:25][CH2:26][C:27]2[CH:32]=[CH:31][CH:30]=[CH:29][CH:28]=2)=[O:24])[CH2:17]1)(=O)C1C=CC=CC=1. Product: [CH2:21]([C@H:20]1[CH2:19][N:18]([C:23]([O:25][CH2:26][C:27]2[CH:28]=[CH:29][CH:30]=[CH:31][CH:32]=2)=[O:24])[CH2:17][C@H:16]1[OH:15])[CH3:22]. The catalyst class is: 97.